This data is from NCI-60 drug combinations with 297,098 pairs across 59 cell lines. The task is: Regression. Given two drug SMILES strings and cell line genomic features, predict the synergy score measuring deviation from expected non-interaction effect. (1) Drug 1: COC1=C(C=C2C(=C1)N=CN=C2NC3=CC(=C(C=C3)F)Cl)OCCCN4CCOCC4. Synergy scores: CSS=8.91, Synergy_ZIP=0.230, Synergy_Bliss=6.11, Synergy_Loewe=-11.5, Synergy_HSA=-0.401. Drug 2: CN(C)C1=NC(=NC(=N1)N(C)C)N(C)C. Cell line: HS 578T. (2) Drug 1: C1=CC(=CC=C1CCCC(=O)O)N(CCCl)CCCl. Drug 2: CC1=C(C(CCC1)(C)C)C=CC(=CC=CC(=CC(=O)O)C)C. Cell line: SNB-75. Synergy scores: CSS=20.0, Synergy_ZIP=-9.29, Synergy_Bliss=-3.39, Synergy_Loewe=-2.87, Synergy_HSA=-2.27. (3) Drug 1: CCCCC(=O)OCC(=O)C1(CC(C2=C(C1)C(=C3C(=C2O)C(=O)C4=C(C3=O)C=CC=C4OC)O)OC5CC(C(C(O5)C)O)NC(=O)C(F)(F)F)O. Drug 2: CN(CCCl)CCCl.Cl. Cell line: CAKI-1. Synergy scores: CSS=32.7, Synergy_ZIP=-0.970, Synergy_Bliss=0.908, Synergy_Loewe=-4.00, Synergy_HSA=3.06. (4) Drug 2: CC12CCC3C(C1CCC2O)C(CC4=C3C=CC(=C4)O)CCCCCCCCCS(=O)CCCC(C(F)(F)F)(F)F. Synergy scores: CSS=-0.241, Synergy_ZIP=1.39, Synergy_Bliss=0.545, Synergy_Loewe=-3.63, Synergy_HSA=-3.50. Cell line: NCI-H322M. Drug 1: C1C(C(OC1N2C=NC3=C(N=C(N=C32)Cl)N)CO)O. (5) Drug 1: CC12CCC(CC1=CCC3C2CCC4(C3CC=C4C5=CN=CC=C5)C)O. Drug 2: CCC(=C(C1=CC=CC=C1)C2=CC=C(C=C2)OCCN(C)C)C3=CC=CC=C3.C(C(=O)O)C(CC(=O)O)(C(=O)O)O. Cell line: NCI/ADR-RES. Synergy scores: CSS=11.9, Synergy_ZIP=-0.212, Synergy_Bliss=6.80, Synergy_Loewe=5.02, Synergy_HSA=5.11.